From a dataset of HIV replication inhibition screening data with 41,000+ compounds from the AIDS Antiviral Screen. Binary Classification. Given a drug SMILES string, predict its activity (active/inactive) in a high-throughput screening assay against a specified biological target. (1) The compound is O=C1NC2CC1C(O)C2O. The result is 0 (inactive). (2) The molecule is S=C1SC2(CCCCCC2)NC2=C1CCCCC2. The result is 0 (inactive).